This data is from Catalyst prediction with 721,799 reactions and 888 catalyst types from USPTO. The task is: Predict which catalyst facilitates the given reaction. (1) Reactant: Cl.[C:2]1(=[O:12])[C:6]2([CH2:11][CH2:10][NH:9][CH2:8][CH2:7]2)[CH2:5][CH2:4][NH:3]1.C(N(CC)CC)C.[F:20][C:21]([F:33])([F:32])[C:22]1[CH:23]=[C:24]([S:28](Cl)(=[O:30])=[O:29])[CH:25]=[CH:26][CH:27]=1. Product: [F:33][C:21]([F:20])([F:32])[C:22]1[CH:23]=[C:24]([S:28]([N:9]2[CH2:10][CH2:11][C:6]3([C:2](=[O:12])[NH:3][CH2:4][CH2:5]3)[CH2:7][CH2:8]2)(=[O:29])=[O:30])[CH:25]=[CH:26][CH:27]=1. The catalyst class is: 4. (2) Reactant: [F:1][C:2]1[CH:3]=[C:4]2[C:8](=[CH:9][C:10]=1[F:11])[NH:7][C:6](=[O:12])[C:5]2=O.[C:14]1([C:20]([CH2:22][CH3:23])=O)[CH:19]=[CH:18][CH:17]=[CH:16][CH:15]=1.Cl.C(O)(=[O:27])C. Product: [F:1][C:2]1[CH:3]=[C:4]2[C:8](=[CH:9][C:10]=1[F:11])[N:7]=[C:20]([C:14]1[CH:19]=[CH:18][CH:17]=[CH:16][CH:15]=1)[C:22]([CH3:23])=[C:5]2[C:6]([OH:12])=[O:27]. The catalyst class is: 6. (3) Reactant: [CH:1]1([C:4]2[C:5]([N:24]([C:29]3[CH:34]=[CH:33][C:32]([B:35]4[O:39]C(C)(C)C(C)(C)[O:36]4)=[CH:31][CH:30]=3)[S:25]([CH3:28])(=[O:27])=[O:26])=[CH:6][C:7]3[O:11][C:10]([C:12]4[CH:17]=[CH:16][C:15]([F:18])=[CH:14][CH:13]=4)=[C:9]([C:19]([NH:21][CH3:22])=[O:20])[C:8]=3[CH:23]=2)[CH2:3][CH2:2]1.C1(B(O)O)C=CC=CC=1.Cl. Product: [CH:1]1([C:4]2[C:5]([N:24]([C:29]3[CH:30]=[CH:31][C:32]([B:35]([OH:36])[OH:39])=[CH:33][CH:34]=3)[S:25]([CH3:28])(=[O:27])=[O:26])=[CH:6][C:7]3[O:11][C:10]([C:12]4[CH:13]=[CH:14][C:15]([F:18])=[CH:16][CH:17]=4)=[C:9]([C:19](=[O:20])[NH:21][CH3:22])[C:8]=3[CH:23]=2)[CH2:3][CH2:2]1. The catalyst class is: 7. (4) The catalyst class is: 5. Product: [NH2:5][C:4]1[O:12][N:1]=[C:2]([C:6]([CH3:10])([CH3:9])[C:7]#[N:8])[CH:3]=1. Reactant: [NH2:1][C:2]([C:6]([CH3:10])([CH3:9])[C:7]#[N:8])=[CH:3][C:4]#[N:5].N[OH:12].Cl. (5) Reactant: C(OC([N:8]1[CH2:13][CH2:12][CH:11]([O:14][C:15]2[CH:20]=[CH:19][CH:18]=[C:17]([NH:21][C:22](=[O:31])[C:23]3[CH:28]=[CH:27][C:26]([F:29])=[CH:25][C:24]=3[Cl:30])[CH:16]=2)[CH2:10][CH2:9]1)=O)(C)(C)C.Cl. Product: [ClH:30].[Cl:30][C:24]1[CH:25]=[C:26]([F:29])[CH:27]=[CH:28][C:23]=1[C:22]([NH:21][C:17]1[CH:18]=[CH:19][CH:20]=[C:15]([O:14][CH:11]2[CH2:10][CH2:9][NH:8][CH2:13][CH2:12]2)[CH:16]=1)=[O:31]. The catalyst class is: 12. (6) Reactant: Br[C:2]1[CH:11]=[CH:10][C:9]2[C:4](=[CH:5][C:6]([F:13])=[CH:7][C:8]=2[F:12])[C:3]=1[CH:14]=[O:15].[CH2:16]([Sn](CC)(CC)CC)[CH3:17].O. Product: [CH2:16]([C:2]1[CH:11]=[CH:10][C:9]2[C:4](=[CH:5][C:6]([F:13])=[CH:7][C:8]=2[F:12])[C:3]=1[CH:14]=[O:15])[CH3:17]. The catalyst class is: 109.